From a dataset of Catalyst prediction with 721,799 reactions and 888 catalyst types from USPTO. Predict which catalyst facilitates the given reaction. Reactant: [O:1]=[C:2]1[CH2:7][NH:6][CH2:5][CH2:4][N:3]1[C:8]1[CH:17]=[C:16]2[C:11]([CH:12]=[C:13]([C:18]#[N:19])[CH:14]=[N:15]2)=[CH:10][CH:9]=1.[CH3:20][C:21]1[C:29]2[CH2:28][O:27][C:26](=[O:30])[C:25]=2[CH:24]=[CH:23][C:22]=1[C@@H:31]1[CH2:33][O:32]1. Product: [OH:32][C@H:31]([C:22]1[CH:23]=[CH:24][C:25]2[C:26](=[O:30])[O:27][CH2:28][C:29]=2[C:21]=1[CH3:20])[CH2:33][N:6]1[CH2:5][CH2:4][N:3]([C:8]2[CH:17]=[C:16]3[C:11]([CH:12]=[C:13]([C:18]#[N:19])[CH:14]=[N:15]3)=[CH:10][CH:9]=2)[C:2](=[O:1])[CH2:7]1. The catalyst class is: 14.